This data is from Catalyst prediction with 721,799 reactions and 888 catalyst types from USPTO. The task is: Predict which catalyst facilitates the given reaction. (1) Reactant: [Cl:1][C:2]1[C:7]([Cl:8])=[CH:6][N:5]=[C:4]([N:9]=[C:10]=S)[CH:3]=1.C(N(CC)CC)C.Cl.Cl.[NH2:21][CH2:22][C@@:23]1([OH:31])[CH:28]2[CH2:29][CH2:30][N:25]([CH2:26][CH2:27]2)[CH2:24]1.C(N=C=NC(C)C)(C)C. Product: [Cl:1][C:2]1[C:7]([Cl:8])=[CH:6][N:5]=[C:4]([NH:9][C:10]2[O:31][C@:23]3([CH2:22][N:21]=2)[CH:28]2[CH2:29][CH2:30][N:25]([CH2:26][CH2:27]2)[CH2:24]3)[CH:3]=1. The catalyst class is: 9. (2) The catalyst class is: 4. Product: [Br:27][CH2:2][C:1]([C:4]1[CH:13]=[CH:12][C:11]([O:14][CH2:15][C:16]2[CH:21]=[CH:20][CH:19]=[CH:18][CH:17]=2)=[C:10]2[C:5]=1[CH:6]=[CH:7][C:8](=[O:22])[NH:9]2)=[O:3]. Reactant: [C:1]([C:4]1[CH:13]=[CH:12][C:11]([O:14][CH2:15][C:16]2[CH:21]=[CH:20][CH:19]=[CH:18][CH:17]=2)=[C:10]2[C:5]=1[CH:6]=[CH:7][C:8](=[O:22])[NH:9]2)(=[O:3])[CH3:2].B(F)(F)F.[Br:27]Br.C(=O)([O-])[O-].[K+].[K+]. (3) Reactant: Br[C:2]1[CH:9]=[C:8]([F:10])[CH:7]=[C:6]([N:11]2[CH2:22][CH2:21][N:20]3[C:13](=[CH:14][C:15]4[CH2:16][C:17]([CH3:24])([CH3:23])[CH2:18][C:19]=43)[C:12]2=[O:25])[C:3]=1[CH:4]=[O:5].[CH3:26][N:27]1[CH:32]=[C:31](B2OC(C)(C)C(C)(C)O2)[CH:30]=[C:29]([NH:42][C:43]2[CH:48]=[CH:47][C:46]([N:49]3[CH2:54][CH2:53][N:52]([CH:55]4[CH2:58][O:57][CH2:56]4)[CH2:51][C@@H:50]3[CH3:59])=[CH:45][N:44]=2)[C:28]1=[O:60].C([O-])(=O)C.[K+].[O-]P([O-])([O-])=O.[K+].[K+].[K+]. Product: [CH3:23][C:17]1([CH3:24])[CH2:16][C:15]2[CH:14]=[C:13]3[N:20]([CH2:21][CH2:22][N:11]([C:6]4[CH:7]=[C:8]([F:10])[CH:9]=[C:2]([C:31]5[CH:30]=[C:29]([NH:42][C:43]6[CH:48]=[CH:47][C:46]([N:49]7[CH2:54][CH2:53][N:52]([CH:55]8[CH2:56][O:57][CH2:58]8)[CH2:51][C@@H:50]7[CH3:59])=[CH:45][N:44]=6)[C:28](=[O:60])[N:27]([CH3:26])[CH:32]=5)[C:3]=4[CH:4]=[O:5])[C:12]3=[O:25])[C:19]=2[CH2:18]1. The catalyst class is: 712. (4) Reactant: [CH2:1]([O:8][C:9]([C:11]1[CH:16]([C:17]2[CH:22]=[CH:21][C:20]([F:23])=[C:19]([F:24])[CH:18]=2)[NH:15][C:14]([O:25][CH3:26])=[N:13][C:12]=1[CH2:27][CH3:28])=[O:10])[C:2]1[CH:7]=[CH:6][CH:5]=[CH:4][CH:3]=1.Cl[C:30]([O:32][C:33]1[CH:38]=[CH:37][C:36]([N+:39]([O-:41])=[O:40])=[CH:35][CH:34]=1)=[O:31]. Product: [CH2:1]([O:8][C:9]([C:11]1[CH:16]([C:17]2[CH:22]=[CH:21][C:20]([F:23])=[C:19]([F:24])[CH:18]=2)[N:15]([C:30]([O:32][C:33]2[CH:34]=[CH:35][C:36]([N+:39]([O-:41])=[O:40])=[CH:37][CH:38]=2)=[O:31])[C:14]([O:25][CH3:26])=[N:13][C:12]=1[CH2:27][CH3:28])=[O:10])[C:2]1[CH:7]=[CH:6][CH:5]=[CH:4][CH:3]=1. The catalyst class is: 143. (5) Reactant: [Br:1][C:2]1[C:3]([C:8]2[CH:13]=[CH:12][CH:11]=[CH:10][CH:9]=2)=[N:4][NH:5][C:6]=1[NH2:7].CO[CH:16](OC)[CH2:17][CH:18](OC)OC.O.[NH4+].[OH-]. Product: [Br:1][C:2]1[C:3]([C:8]2[CH:13]=[CH:12][CH:11]=[CH:10][CH:9]=2)=[N:4][N:5]2[CH:18]=[CH:17][CH:16]=[N:7][C:6]=12. The catalyst class is: 15.